From a dataset of Forward reaction prediction with 1.9M reactions from USPTO patents (1976-2016). Predict the product of the given reaction. (1) Given the reactants [CH2:1]([C:5]1[N:6]=[C:7]([CH3:27])[NH:8][C:9](=[O:26])[C:10]=1[CH2:11][C:12]1[CH:17]=[CH:16][C:15]([C:18]2[C:19]([C:24]#[N:25])=[CH:20][CH:21]=[CH:22][CH:23]=2)=[CH:14][CH:13]=1)[CH2:2][CH2:3][CH3:4].[CH3:28][C:29]1[CH:30]=[C:31](B(O)O)[CH:32]=[CH:33][C:34]=1[CH3:35].C(N(CC)CC)C.N1C=CC=CC=1, predict the reaction product. The product is: [CH2:1]([C:5]1[N:6]=[C:7]([CH3:27])[N:8]([C:31]2[CH:32]=[CH:33][C:34]([CH3:35])=[C:29]([CH3:28])[CH:30]=2)[C:9](=[O:26])[C:10]=1[CH2:11][C:12]1[CH:17]=[CH:16][C:15]([C:18]2[C:19]([C:24]#[N:25])=[CH:20][CH:21]=[CH:22][CH:23]=2)=[CH:14][CH:13]=1)[CH2:2][CH2:3][CH3:4]. (2) Given the reactants Br[C:2]1[C:11]2[CH2:10][CH2:9][CH2:8][CH2:7][C:6]=2[C:5]([NH:12][C:13](=[O:15])[CH3:14])=[CH:4][CH:3]=1.[C:16]([Cu])#[N:17], predict the reaction product. The product is: [C:16]([C:2]1[C:11]2[CH2:10][CH2:9][CH2:8][CH2:7][C:6]=2[C:5]([NH:12][C:13](=[O:15])[CH3:14])=[CH:4][CH:3]=1)#[N:17]. (3) Given the reactants [OH:1][C:2]1[CH:7]=[CH:6][C:5]([S:8][C:9]([F:12])([F:11])[F:10])=[CH:4][C:3]=1[NH:13][C:14]([NH:16][C:17]1[CH:22]=[CH:21][C:20]([CH3:23])=[CH:19][CH:18]=1)=[O:15].IC.[C:26]([O-])([O-])=O.[K+].[K+], predict the reaction product. The product is: [CH3:26][O:1][C:2]1[CH:7]=[CH:6][C:5]([S:8][C:9]([F:11])([F:12])[F:10])=[CH:4][C:3]=1[NH:13][C:14]([NH:16][C:17]1[CH:18]=[CH:19][C:20]([CH3:23])=[CH:21][CH:22]=1)=[O:15].